Dataset: Catalyst prediction with 721,799 reactions and 888 catalyst types from USPTO. Task: Predict which catalyst facilitates the given reaction. Reactant: C[O:2][C:3](=[O:33])[CH2:4][O:5][C:6]1[CH:11]=[C:10]([O:12][CH3:13])[C:9]([S:14][CH2:15][C:16]2[CH:21]=[CH:20][C:19]([C:22]3[CH:27]=[CH:26][C:25]([C:28]([F:31])([F:30])[F:29])=[CH:24][CH:23]=3)=[CH:18][CH:17]=2)=[CH:8][C:7]=1[CH3:32]. Product: [CH3:13][O:12][C:10]1[C:9]([S:14][CH2:15][C:16]2[CH:17]=[CH:18][C:19]([C:22]3[CH:23]=[CH:24][C:25]([C:28]([F:30])([F:31])[F:29])=[CH:26][CH:27]=3)=[CH:20][CH:21]=2)=[CH:8][C:7]([CH3:32])=[C:6]([CH:11]=1)[O:5][CH2:4][C:3]([OH:33])=[O:2]. The catalyst class is: 6.